Dataset: Forward reaction prediction with 1.9M reactions from USPTO patents (1976-2016). Task: Predict the product of the given reaction. The product is: [N:25]1([CH2:2][C:3]([N:5]2[CH2:13][C:12]3[C:11]([NH:14][C:15]4[CH:16]=[N:17][C:18]5[C:23]([CH:24]=4)=[CH:22][CH:21]=[CH:20][CH:19]=5)=[N:10][CH:9]=[N:8][C:7]=3[CH2:6]2)=[O:4])[CH2:30][CH2:29][CH2:28][CH2:27][CH2:26]1. Given the reactants Cl[CH2:2][C:3]([N:5]1[CH2:13][C:12]2[C:11]([NH:14][C:15]3[CH:16]=[N:17][C:18]4[C:23]([CH:24]=3)=[CH:22][CH:21]=[CH:20][CH:19]=4)=[N:10][CH:9]=[N:8][C:7]=2[CH2:6]1)=[O:4].[NH:25]1[CH2:30][CH2:29][CH2:28][CH2:27][CH2:26]1.CS(C)=O, predict the reaction product.